Dataset: Catalyst prediction with 721,799 reactions and 888 catalyst types from USPTO. Task: Predict which catalyst facilitates the given reaction. (1) Reactant: FC(F)(F)C([NH:5][C:6]1[C:7]([C:12]#[C:13][Si](C)(C)C)=[N:8][CH:9]=[CH:10][CH:11]=1)=O.[O-]CC.[Na+]. Product: [NH:5]1[C:6]2[C:7](=[N:8][CH:9]=[CH:10][CH:11]=2)[CH:12]=[CH:13]1. The catalyst class is: 8. (2) Reactant: [CH:1]1([C:4](=O)[CH2:5][C:6]([O:8][CH3:9])=[O:7])[CH2:3][CH2:2]1.CS(O)(=O)=O.[NH2:16][C:17]1[CH:31]=[CH:30][CH:29]=[CH:28][C:18]=1[C:19]([C:21]1[CH:26]=[CH:25][C:24]([F:27])=[CH:23][CH:22]=1)=O. Product: [CH:1]1([C:4]2[C:5]([C:6]([O:8][CH3:9])=[O:7])=[C:19]([C:21]3[CH:26]=[CH:25][C:24]([F:27])=[CH:23][CH:22]=3)[C:18]3[C:17](=[CH:31][CH:30]=[CH:29][CH:28]=3)[N:16]=2)[CH2:3][CH2:2]1. The catalyst class is: 41. (3) Reactant: [CH3:1][O:2][C:3]1[CH:8]=[CH:7][C:6]([C:9]2[CH:14]=[N:13][C:12]([C:15]#[C:16][Si](C)(C)C)=[CH:11][N:10]=2)=[CH:5][CH:4]=1.CCCC[N+](CCCC)(CCCC)CCCC.[F-]. Product: [C:15]([C:12]1[CH:11]=[N:10][C:9]([C:6]2[CH:7]=[CH:8][C:3]([O:2][CH3:1])=[CH:4][CH:5]=2)=[CH:14][N:13]=1)#[CH:16]. The catalyst class is: 2. (4) Reactant: [Br:1][C:2]1[N:7]2[CH:8]=[CH:9][N:10]=[C:6]2[C:5](Br)=[N:4][CH:3]=1.[C:12]([SiH2:16][O:17][C:18]([CH3:33])([CH3:32])[C:19]1[CH:20]=[C:21]([NH2:31])[CH:22]=[CH:23][C:24]=1[N:25]1[CH2:30][CH2:29][O:28][CH2:27][CH2:26]1)([CH3:15])([CH3:14])[CH3:13].C(N(CC)C(C)C)(C)C. Product: [Br:1][C:2]1[N:7]2[CH:8]=[CH:9][N:10]=[C:6]2[C:5]([NH:31][C:21]2[CH:22]=[CH:23][C:24]([N:25]3[CH2:26][CH2:27][O:28][CH2:29][CH2:30]3)=[C:19]([C:18]([CH3:33])([CH3:32])[O:17][SiH2:16][C:12]([CH3:15])([CH3:14])[CH3:13])[CH:20]=2)=[N:4][CH:3]=1. The catalyst class is: 32. (5) Reactant: [CH3:1][O:2][C:3]1[CH:8]=[C:7]([N+:9]([O-:11])=[O:10])[CH:6]=[CH:5][C:4]=1[O-:12].[K+].Cl.Cl[CH2:16][CH2:17][N:18]1[CH2:22][CH2:21][CH2:20][CH2:19]1.C(=O)([O-])[O-].[Cs+].[Cs+].O. Product: [CH3:1][O:2][C:3]1[CH:8]=[C:7]([N+:9]([O-:11])=[O:10])[CH:6]=[CH:5][C:4]=1[O:12][CH2:16][CH2:17][N:18]1[CH2:22][CH2:21][CH2:20][CH2:19]1. The catalyst class is: 3.